This data is from Forward reaction prediction with 1.9M reactions from USPTO patents (1976-2016). The task is: Predict the product of the given reaction. (1) Given the reactants [Li+].[F:2][C:3]([F:23])([F:22])[C:4]1[CH:9]=[CH:8][C:7]([N:10]2[CH2:15][CH2:14][N:13]([CH2:16][CH2:17][CH2:18][C:19]([O-:21])=O)[CH2:12][CH2:11]2)=[CH:6][CH:5]=1.C(N(C(C)C)CC)(C)C.F[P-](F)(F)(F)(F)F.CN(C)C(ON1C2C=CC=CC=2N=N1)=[N+](C)C.Cl.[CH3:58][C:59]1[N:64]=[C:63]([NH:65][CH:66]2[CH2:71][CH2:70][NH:69][CH2:68][CH2:67]2)[CH:62]=[CH:61][C:60]=1[N+:72]([O-:74])=[O:73], predict the reaction product. The product is: [CH3:58][C:59]1[N:64]=[C:63]([NH:65][CH:66]2[CH2:67][CH2:68][N:69]([C:19](=[O:21])[CH2:18][CH2:17][CH2:16][N:13]3[CH2:12][CH2:11][N:10]([C:7]4[CH:6]=[CH:5][C:4]([C:3]([F:22])([F:2])[F:23])=[CH:9][CH:8]=4)[CH2:15][CH2:14]3)[CH2:70][CH2:71]2)[CH:62]=[CH:61][C:60]=1[N+:72]([O-:74])=[O:73]. (2) The product is: [CH2:18]([N:6]1[C:5]2[CH:4]=[CH:3][C:2]([Br:1])=[CH:14][C:13]=2[C:12]2[C:7]1=[CH:8][CH:9]=[C:10]([Br:15])[CH:11]=2)[C:19]1[CH:24]=[CH:23][CH:22]=[CH:21][CH:20]=1. Given the reactants [Br:1][C:2]1[CH:3]=[CH:4][C:5]2[NH:6][C:7]3[C:12]([C:13]=2[CH:14]=1)=[CH:11][C:10]([Br:15])=[CH:9][CH:8]=3.[H-].[Na+].[CH2:18](Br)[C:19]1[CH:24]=[CH:23][CH:22]=[CH:21][CH:20]=1.O, predict the reaction product.